Dataset: Forward reaction prediction with 1.9M reactions from USPTO patents (1976-2016). Task: Predict the product of the given reaction. Given the reactants O[C@H:2]1[CH2:6][N:5]([CH2:7][C:8]2[CH:13]=[CH:12][CH:11]=[C:10]([C:14]([F:17])([F:16])[F:15])[CH:9]=2)[C@@H:4]([C:18]([O:20][CH2:21][C:22]2[CH:27]=[CH:26][CH:25]=[C:24]([C:28]([F:31])([F:30])[F:29])[CH:23]=2)=[O:19])[CH2:3]1.CCN(S(F)(F)[F:38])CC, predict the reaction product. The product is: [F:38][C@@H:2]1[CH2:6][N:5]([CH2:7][C:8]2[CH:13]=[CH:12][CH:11]=[C:10]([C:14]([F:17])([F:16])[F:15])[CH:9]=2)[C@@H:4]([C:18]([O:20][CH2:21][C:22]2[CH:27]=[CH:26][CH:25]=[C:24]([C:28]([F:31])([F:30])[F:29])[CH:23]=2)=[O:19])[CH2:3]1.